From a dataset of Catalyst prediction with 721,799 reactions and 888 catalyst types from USPTO. Predict which catalyst facilitates the given reaction. (1) Reactant: [NH2:1][C:2]1[C:6]([NH2:7])=[CH:5][S:4][CH:3]=1.[Cl:8][CH2:9][C:10](OC)(OC)OC. Product: [Cl:8][CH2:9][C:10]1[NH:1][C:2]2=[CH:3][S:4][CH:5]=[C:6]2[N:7]=1. The catalyst class is: 57. (2) Reactant: [F:1][C:2]1[CH:7]=[C:6]([N+:8]([O-:10])=[O:9])[C:5]([O:11][C:12]2[CH:17]=[CH:16][CH:15]=[CH:14][C:13]=2[OH:18])=[CH:4][C:3]=1[NH:19][C:20](=[O:22])[CH3:21].C(=O)([O-])[O-].[K+].[K+].Br[CH2:30][C:31]([O:33][CH3:34])=[O:32].O. Product: [C:20]([NH:19][C:3]1[C:2]([F:1])=[CH:7][C:6]([N+:8]([O-:10])=[O:9])=[C:5]([CH:4]=1)[O:11][C:12]1[CH:17]=[CH:16][CH:15]=[CH:14][C:13]=1[O:18][CH2:30][C:31]([O:33][CH3:34])=[O:32])(=[O:22])[CH3:21]. The catalyst class is: 9. (3) Reactant: [N+:1]([C:4]1[C:5](=O)[CH:6]=[C:7]([C:10]([CH3:16])([CH3:15])[C:11]([F:14])([F:13])[F:12])[NH:8][CH:9]=1)([O-:3])=[O:2].P(Br)(Br)([Br:20])=O.C([O-])(O)=O.[Na+]. Product: [Br:20][C:5]1[C:4]([N+:1]([O-:3])=[O:2])=[CH:9][N:8]=[C:7]([C:10]([CH3:16])([CH3:15])[C:11]([F:14])([F:13])[F:12])[CH:6]=1. The catalyst class is: 26. (4) Reactant: C[Si]([N-][Si](C)(C)C)(C)C.[Li+].[OH:11][C@@H:12]([CH2:22][O:23][CH3:24])[C:13]([NH:15][C:16]1[S:20][N:19]=[C:18]([CH3:21])[N:17]=1)=[O:14].Cl[C:26]1[N:31]=[CH:30][N:29]=[C:28]2[N:32]([C:35]3[CH:40]=[CH:39][CH:38]=[CH:37][C:36]=3[Cl:41])[N:33]=[CH:34][C:27]=12. Product: [Cl:41][C:36]1[CH:37]=[CH:38][CH:39]=[CH:40][C:35]=1[N:32]1[C:28]2=[N:29][CH:30]=[N:31][C:26]([O:11][C@@H:12]([CH2:22][O:23][CH3:24])[C:13]([NH:15][C:16]3[S:20][N:19]=[C:18]([CH3:21])[N:17]=3)=[O:14])=[C:27]2[CH:34]=[N:33]1. The catalyst class is: 49. (5) The catalyst class is: 14. Reactant: Cl.[F:2][C:3]([F:14])([F:13])[C:4]1([C:9]([O:11][CH3:12])=[O:10])[CH2:8][CH2:7][NH:6][CH2:5]1.CCN(C(C)C)C(C)C.[Br:24][C:25]1[CH:26]=[N:27][C:28](Cl)=[N:29][CH:30]=1.CCCCCC. Product: [Br:24][C:25]1[CH:26]=[N:27][C:28]([N:6]2[CH2:7][CH2:8][C:4]([C:3]([F:2])([F:13])[F:14])([C:9]([O:11][CH3:12])=[O:10])[CH2:5]2)=[N:29][CH:30]=1. (6) Reactant: F[C:2](F)(F)[C:3]([OH:5])=O.FC1C(O)=C(F)C(F)=C(F)C=1F.[C:20](O)(=O)[C:21]1[CH:26]=[CH:25][CH:24]=[N:23][CH:22]=1.O[C:30]1[CH:35]=[CH:34][CH:33]=[CH:32][C:31]=1[C:36](=O)C.[OH-].[K+].O.[NH2:42][NH2:43]. Product: [CH3:36][C:31]1[CH:30]=[CH:2][C:3]([OH:5])=[C:33]([C:34]2[CH:35]=[C:20]([C:21]3[CH:22]=[N:23][CH:24]=[CH:25][CH:26]=3)[NH:43][N:42]=2)[CH:32]=1. The catalyst class is: 17. (7) Reactant: [CH3:1][C@@H:2]([NH:10]C(=O)OCC1C=CC=CC=1)[C:3](=[O:9])[N:4]1[CH2:8][CH2:7][CH2:6][CH2:5]1. Product: [O:9]=[C:3]([N:4]1[CH2:8][CH2:7][CH2:6][CH2:5]1)[C@H:2]([NH2:10])[CH3:1]. The catalyst class is: 5. (8) Reactant: C[O:2][C:3]1[CH:25]=[CH:24][C:6]2[N:7]([C:18]3[CH:23]=[CH:22][CH:21]=[CH:20][N:19]=3)[C:8](/[CH:10]=[CH:11]/[C:12]3[CH:17]=[CH:16][CH:15]=[CH:14][CH:13]=3)=[N:9][C:5]=2[CH:4]=1.OC1C=C(C=CC=1)C=CC1(/C=C/C2C=CC=CC=2)N(C2C=CC=CN=2)C2C=CC(C(F)(F)F)=CC=2N1.C(O)(=O)C(O)=O. Product: [OH:2][C:3]1[CH:25]=[CH:24][C:6]2[N:7]([C:18]3[CH:23]=[CH:22][CH:21]=[CH:20][N:19]=3)[C:8](/[CH:10]=[CH:11]/[C:12]3[CH:17]=[CH:16][CH:15]=[CH:14][CH:13]=3)=[N:9][C:5]=2[CH:4]=1. The catalyst class is: 13.